From a dataset of NCI-60 drug combinations with 297,098 pairs across 59 cell lines. Regression. Given two drug SMILES strings and cell line genomic features, predict the synergy score measuring deviation from expected non-interaction effect. (1) Drug 1: C1=CC(=CC=C1CC(C(=O)O)N)N(CCCl)CCCl.Cl. Drug 2: CN1C(=O)N2C=NC(=C2N=N1)C(=O)N. Cell line: RXF 393. Synergy scores: CSS=8.41, Synergy_ZIP=-1.35, Synergy_Bliss=0.902, Synergy_Loewe=-8.87, Synergy_HSA=-1.13. (2) Drug 1: C1=CN(C(=O)N=C1N)C2C(C(C(O2)CO)O)O.Cl. Drug 2: CCCCC(=O)OCC(=O)C1(CC(C2=C(C1)C(=C3C(=C2O)C(=O)C4=C(C3=O)C=CC=C4OC)O)OC5CC(C(C(O5)C)O)NC(=O)C(F)(F)F)O. Cell line: CAKI-1. Synergy scores: CSS=46.3, Synergy_ZIP=-11.3, Synergy_Bliss=-10.2, Synergy_Loewe=-7.87, Synergy_HSA=-5.74. (3) Drug 1: C1CC(C1)(C(=O)O)C(=O)O.[NH2-].[NH2-].[Pt+2]. Drug 2: C1CC(CNC1)C2=CC=C(C=C2)N3C=C4C=CC=C(C4=N3)C(=O)N. Cell line: HT29. Synergy scores: CSS=35.6, Synergy_ZIP=3.90, Synergy_Bliss=8.16, Synergy_Loewe=-3.13, Synergy_HSA=8.65. (4) Drug 1: COC1=C(C=C2C(=C1)N=CN=C2NC3=CC(=C(C=C3)F)Cl)OCCCN4CCOCC4. Drug 2: C(CN)CNCCSP(=O)(O)O. Cell line: NCI-H226. Synergy scores: CSS=5.04, Synergy_ZIP=-2.97, Synergy_Bliss=-1.15, Synergy_Loewe=-28.0, Synergy_HSA=-8.76. (5) Drug 1: CS(=O)(=O)CCNCC1=CC=C(O1)C2=CC3=C(C=C2)N=CN=C3NC4=CC(=C(C=C4)OCC5=CC(=CC=C5)F)Cl. Drug 2: CCCCC(=O)OCC(=O)C1(CC(C2=C(C1)C(=C3C(=C2O)C(=O)C4=C(C3=O)C=CC=C4OC)O)OC5CC(C(C(O5)C)O)NC(=O)C(F)(F)F)O. Cell line: T-47D. Synergy scores: CSS=45.3, Synergy_ZIP=2.75, Synergy_Bliss=3.08, Synergy_Loewe=-10.0, Synergy_HSA=2.82. (6) Drug 1: C1=NC2=C(N1)C(=S)N=C(N2)N. Drug 2: CCC(=C(C1=CC=CC=C1)C2=CC=C(C=C2)OCCN(C)C)C3=CC=CC=C3.C(C(=O)O)C(CC(=O)O)(C(=O)O)O. Cell line: COLO 205. Synergy scores: CSS=27.9, Synergy_ZIP=2.17, Synergy_Bliss=2.12, Synergy_Loewe=-14.5, Synergy_HSA=-4.30.